Dataset: Reaction yield outcomes from USPTO patents with 853,638 reactions. Task: Predict the reaction yield, written as a fraction of the theoretical maximum amount of product (1.0 means a 100% yield; for example, 0.34 means a 34% yield). (1) The reactants are O(Cl)Cl.[P+5].[Br:5][C:6]1[N:7]=[C:8]([NH:15][CH:16]2[CH2:18][CH2:17]2)[C:9]2[N:10]([CH:12]=[CH:13][N:14]=2)[CH:11]=1.Cl.[OH-].[Na+].CN([CH:25]=[O:26])C. No catalyst specified. The product is [Br:5][C:6]1[N:7]=[C:8]([NH:15][CH:16]2[CH2:18][CH2:17]2)[C:9]2[N:10]([C:12]([CH:25]=[O:26])=[CH:13][N:14]=2)[CH:11]=1. The yield is 0.490. (2) The reactants are [Cl:1][C:2]1[CH:10]=[CH:9][C:5](/[CH:6]=[N:7]\[OH:8])=[CH:4][CH:3]=1.[Cl:11]N1C(=O)CCC1=O. The catalyst is CN(C=O)C. The product is [OH:8]/[N:7]=[C:6](\[Cl:11])/[C:5]1[CH:9]=[CH:10][C:2]([Cl:1])=[CH:3][CH:4]=1. The yield is 0.860. (3) The reactants are [F:1][C:2]1[C:7]2[O:8][CH2:9][O:10][C:6]=2[CH:5]=[C:4]([CH:11]=[O:12])[CH:3]=1.[BH4-].[Na+]. The catalyst is CO. The product is [F:1][C:2]1[C:7]2[O:8][CH2:9][O:10][C:6]=2[CH:5]=[C:4]([CH2:11][OH:12])[CH:3]=1. The yield is 0.980. (4) The reactants are [CH3:1][C:2]([CH3:40])([CH3:39])[C:3](=O)[CH2:4][N:5]1[C:10](=[O:11])[C:9]([CH2:12][C:13]2[CH:18]=[CH:17][C:16]([C:19]3[CH:24]=[CH:23][CH:22]=[CH:21][C:20]=3[C:25]3[NH:29][C:28](=[O:30])[O:27][N:26]=3)=[CH:15][CH:14]=2)=[C:8]([CH2:31][CH2:32][CH3:33])[N:7]2[N:34]=[C:35]([CH3:37])[N:36]=[C:6]12.Cl.[NH2:42][O:43][CH2:44][CH3:45].N1C=CC=CC=1.Cl. The catalyst is O.C(OCC)(=O)C. The product is [CH2:44]([O:43]/[N:42]=[C:3](\[C:2]([CH3:39])([CH3:40])[CH3:1])/[CH2:4][N:5]1[C:10](=[O:11])[C:9]([CH2:12][C:13]2[CH:14]=[CH:15][C:16]([C:19]3[CH:24]=[CH:23][CH:22]=[CH:21][C:20]=3[C:25]3[NH:29][C:28](=[O:30])[O:27][N:26]=3)=[CH:17][CH:18]=2)=[C:8]([CH2:31][CH2:32][CH3:33])[N:7]2[N:34]=[C:35]([CH3:37])[N:36]=[C:6]12)[CH3:45]. The yield is 0.490. (5) No catalyst specified. The product is [O:26]1[CH2:25][CH2:24][N:23]([C:20]2[CH:21]=[CH:22][C:17]([NH:16][C:12]3[N:11]=[C:10]([S:9][C:6]4[CH:5]=[CH:4][C:3]([CH2:2][NH:1][C:29](=[O:32])[CH:30]=[CH2:31])=[CH:8][CH:7]=4)[CH:15]=[CH:14][N:13]=3)=[CH:18][CH:19]=2)[CH2:28][CH2:27]1. The yield is 0.270. The reactants are [NH2:1][CH2:2][C:3]1[CH:8]=[CH:7][C:6]([S:9][C:10]2[CH:15]=[CH:14][N:13]=[C:12]([NH:16][C:17]3[CH:22]=[CH:21][C:20]([N:23]4[CH2:28][CH2:27][O:26][CH2:25][CH2:24]4)=[CH:19][CH:18]=3)[N:11]=2)=[CH:5][CH:4]=1.[C:29](O)(=[O:32])[CH:30]=[CH2:31].